Dataset: Experimentally validated miRNA-target interactions with 360,000+ pairs, plus equal number of negative samples. Task: Binary Classification. Given a miRNA mature sequence and a target amino acid sequence, predict their likelihood of interaction. Result: 0 (no interaction). The miRNA is hsa-miR-4420 with sequence GUCACUGAUGUCUGUAGCUGAG. The protein sequence of the target gene is MLASASRERPGYTAGVAAPDLLDPKSAAQNSKPRLSFSSKPTVLASRVESDSAINVMKWKTVSTIFLVVVLYLIIGATVFKALEQPQEISQRTTIVIQKQTFIAQHACVNSTELDELIQQIVAAINAGIIPLGNSSNQVSHWDLGSSFFFAGTVITTIGFGNISPRTEGGKIFCIIYALLGIPLFGFLLAGVGDQLGTIFGKGIAKVEDTFIKWNVSQTKIRIISTIIFILFGCVLFVALPAVIFKHIEGWSALDAIYFVVITLTTIGFGDYVAGGSDIEYLDFYKPVVWFWILVGLAYF....